This data is from Full USPTO retrosynthesis dataset with 1.9M reactions from patents (1976-2016). The task is: Predict the reactants needed to synthesize the given product. (1) Given the product [CH3:1][C:2]1[C:3]([C:11](=[O:13])[CH2:30][C:29]([O:28][CH2:26][CH3:27])=[O:34])=[CH:4][C:5]2[N:9]=[N:8][NH:7][C:6]=2[CH:10]=1, predict the reactants needed to synthesize it. The reactants are: [CH3:1][C:2]1[C:3]([C:11]([OH:13])=O)=[CH:4][C:5]2[N:9]=[N:8][NH:7][C:6]=2[CH:10]=1.C(N1C=CN=C1)(N1C=CN=C1)=O.[CH2:26]([O:28][C:29](=[O:34])[CH2:30]C([O-])=O)[CH3:27].[K+].[Mg+2].[Cl-].[Cl-]. (2) Given the product [ClH:31].[CH:19]1[C:18]2[CH:17]([CH2:16][O:15][C:13](=[O:14])[NH:12][CH2:11][CH2:10][CH2:9][NH:7][CH3:6])[C:29]3[C:24](=[CH:25][CH:26]=[CH:27][CH:28]=3)[C:23]=2[CH:22]=[CH:21][CH:20]=1, predict the reactants needed to synthesize it. The reactants are: C(O[C:6](=O)[N:7]([CH2:9][CH2:10][CH2:11][NH:12][C:13]([O:15][CH2:16][CH:17]1[C:29]2[CH:28]=[CH:27][CH:26]=[CH:25][C:24]=2[C:23]2[C:18]1=[CH:19][CH:20]=[CH:21][CH:22]=2)=[O:14])C)(C)(C)C.[ClH:31].